Dataset: Full USPTO retrosynthesis dataset with 1.9M reactions from patents (1976-2016). Task: Predict the reactants needed to synthesize the given product. Given the product [CH3:10][C:11]([CH3:41])([CH3:40])[CH:12]([C:19]1[CH:26]=[C:25]([CH:24]=[CH:23][C:20]=1/[CH:21]=[CH:4]/[N+:1]([O-:3])=[O:2])[O:27][CH2:28][C:29]1[CH:38]=[CH:37][C:36]2[C:31](=[CH:32][CH:33]=[C:34]([F:39])[CH:35]=2)[N:30]=1)[C:13]1[CH:18]=[CH:17][CH:16]=[CH:15][CH:14]=1, predict the reactants needed to synthesize it. The reactants are: [N+:1]([CH3:4])([O-:3])=[O:2].C([O-])(=O)C.[NH4+].[CH3:10][C:11]([CH3:41])([CH3:40])[CH:12]([C:19]1[CH:26]=[C:25]([O:27][CH2:28][C:29]2[CH:38]=[CH:37][C:36]3[C:31](=[CH:32][CH:33]=[C:34]([F:39])[CH:35]=3)[N:30]=2)[CH:24]=[CH:23][C:20]=1[CH:21]=O)[C:13]1[CH:18]=[CH:17][CH:16]=[CH:15][CH:14]=1.